From a dataset of Forward reaction prediction with 1.9M reactions from USPTO patents (1976-2016). Predict the product of the given reaction. (1) Given the reactants Cl[C:2]1[N:7]=[C:6](SC#N)[C:5]([N+:11]([O-:13])=[O:12])=[CH:4][N:3]=1.[F:14][C:15]([F:26])([F:25])[O:16][C:17]1[CH:24]=[CH:23][CH:22]=[CH:21][C:18]=1[CH2:19][NH2:20].CC[N:29]([CH:33]([CH3:35])[CH3:34])C(C)C, predict the reaction product. The product is: [NH2:29][C@H:33]1[CH2:34][CH2:21][C@H:18]([CH2:19][NH:20][C:6]2[C:5]([N+:11]([O-:13])=[O:12])=[CH:4][N:3]=[C:2]([NH:20][CH2:19][C:18]3[CH:21]=[CH:22][CH:23]=[CH:24][C:17]=3[O:16][C:15]([F:25])([F:26])[F:14])[N:7]=2)[CH2:17][CH2:35]1. (2) Given the reactants [OH:1][C:2]1[CH:44]=[CH:43][C:5]([CH2:6][NH:7][C:8]2[N:13]=[C:12]([O:14][CH2:15][C:16]([F:19])([F:18])[F:17])[N:11]=[C:10]([NH:20][C:21]3[CH:42]=[CH:41][C:24]([C:25]([NH:27][CH2:28][C:29]([CH3:40])([CH3:39])[CH2:30][NH:31][C:32](=[O:38])[O:33][C:34]([CH3:37])([CH3:36])[CH3:35])=[O:26])=[CH:23][N:22]=3)[CH:9]=2)=[CH:4][CH:3]=1.[Cl:45][CH2:46][C:47]([CH2:49]Cl)=[CH2:48].C([O-])([O-])=O.[K+].[K+], predict the reaction product. The product is: [Cl:45][CH2:46][C:47](=[CH2:48])[CH2:49][O:1][C:2]1[CH:44]=[CH:43][C:5]([CH2:6][NH:7][C:8]2[N:13]=[C:12]([O:14][CH2:15][C:16]([F:17])([F:18])[F:19])[N:11]=[C:10]([NH:20][C:21]3[CH:42]=[CH:41][C:24]([C:25]([NH:27][CH2:28][C:29]([CH3:39])([CH3:40])[CH2:30][NH:31][C:32](=[O:38])[O:33][C:34]([CH3:35])([CH3:36])[CH3:37])=[O:26])=[CH:23][N:22]=3)[CH:9]=2)=[CH:4][CH:3]=1.